Dataset: Peptide-MHC class I binding affinity with 185,985 pairs from IEDB/IMGT. Task: Regression. Given a peptide amino acid sequence and an MHC pseudo amino acid sequence, predict their binding affinity value. This is MHC class I binding data. (1) The peptide sequence is ETINEEAADW. The MHC is HLA-B44:03 with pseudo-sequence HLA-B44:03. The binding affinity (normalized) is 0.154. (2) The peptide sequence is VDYGVRFFFY. The MHC is HLA-B18:01 with pseudo-sequence HLA-B18:01. The binding affinity (normalized) is 0.0251. (3) The peptide sequence is TVFYGVPAW. The MHC is Mamu-B52 with pseudo-sequence Mamu-B52. The binding affinity (normalized) is 0.692. (4) The peptide sequence is SPAIFQSSM. The MHC is HLA-A24:02 with pseudo-sequence HLA-A24:02. The binding affinity (normalized) is 0. (5) The peptide sequence is TTLPSQNST. The MHC is HLA-A02:01 with pseudo-sequence HLA-A02:01. The binding affinity (normalized) is 0. (6) The peptide sequence is IGYRLGMGK. The MHC is HLA-A80:01 with pseudo-sequence HLA-A80:01. The binding affinity (normalized) is 0.0847. (7) The peptide sequence is YVIKVSARN. The MHC is Patr-B0101 with pseudo-sequence Patr-B0101. The binding affinity (normalized) is 0. (8) The MHC is Mamu-B17 with pseudo-sequence Mamu-B17. The binding affinity (normalized) is 0.0591. The peptide sequence is MMKRLMFEYP.